Dataset: NCI-60 drug combinations with 297,098 pairs across 59 cell lines. Task: Regression. Given two drug SMILES strings and cell line genomic features, predict the synergy score measuring deviation from expected non-interaction effect. Drug 1: CCC(=C(C1=CC=CC=C1)C2=CC=C(C=C2)OCCN(C)C)C3=CC=CC=C3.C(C(=O)O)C(CC(=O)O)(C(=O)O)O. Drug 2: CC(C)(C#N)C1=CC(=CC(=C1)CN2C=NC=N2)C(C)(C)C#N. Cell line: NCI-H522. Synergy scores: CSS=2.97, Synergy_ZIP=-2.18, Synergy_Bliss=-0.516, Synergy_Loewe=-0.190, Synergy_HSA=-0.0658.